Dataset: Forward reaction prediction with 1.9M reactions from USPTO patents (1976-2016). Task: Predict the product of the given reaction. (1) Given the reactants [OH:1][C:2]1[CH:25]=[CH:24][C:5]([CH2:6][N:7]([C:17]2[CH:22]=[CH:21][C:20](I)=[CH:19][CH:18]=2)[S:8]([C:11]2[CH:16]=[CH:15][CH:14]=[CH:13][CH:12]=2)(=[O:10])=[O:9])=[CH:4][CH:3]=1.[CH2:26]([OH:29])[CH:27]=[CH2:28].C(=O)(O)[O-].[Na+].O, predict the reaction product. The product is: [OH:1][C:2]1[CH:25]=[CH:24][C:5]([CH2:6][N:7]([C:17]2[CH:22]=[CH:21][C:20]([CH2:28][CH2:27][CH:26]=[O:29])=[CH:19][CH:18]=2)[S:8]([C:11]2[CH:16]=[CH:15][CH:14]=[CH:13][CH:12]=2)(=[O:10])=[O:9])=[CH:4][CH:3]=1. (2) Given the reactants BrC1C(=O)[NH:4][C:5](=[O:18])[N:6]([CH2:9][C:10]2[C:15]([F:16])=[CH:14][CH:13]=[CH:12][C:11]=2[F:17])C=1C.C1(P(C2C=CC=CC=2)C2C=CC=CC=2)C=CC=CC=1.CC(OC(/N=N/C(OC(C)(C)C)=O)=O)(C)C, predict the reaction product. The product is: [F:16][C:15]1[CH:14]=[CH:13][CH:12]=[C:11]([F:17])[C:10]=1[CH2:9][NH:6][C:5]([NH2:4])=[O:18]. (3) Given the reactants [CH2:1]([O:3][C:4]([C:6]1[N:7]=[C:8]2[C:13]([C:14]([F:17])([F:16])[F:15])=[CH:12][C:11]([Br:18])=[CH:10][N:9]2[CH:19]=1)=[O:5])[CH3:2].[Cl:20]N1C(=O)CCC1=O, predict the reaction product. The product is: [CH2:1]([O:3][C:4]([C:6]1[N:7]=[C:8]2[C:13]([C:14]([F:17])([F:15])[F:16])=[CH:12][C:11]([Br:18])=[CH:10][N:9]2[C:19]=1[Cl:20])=[O:5])[CH3:2]. (4) Given the reactants [Cl:1][C:2]1[CH:3]=[C:4]([C:18]#[N:19])[C:5]2[C:6]([CH3:17])=[N:7][N:8]([CH:11]3[CH2:16][CH2:15][CH2:14][CH2:13][O:12]3)[C:9]=2[CH:10]=1, predict the reaction product. The product is: [Cl:1][C:2]1[CH:10]=[C:9]2[C:5]([C:6]([CH3:17])=[N:7][N:8]2[CH:11]2[CH2:16][CH2:15][CH2:14][CH2:13][O:12]2)=[C:4]([CH2:18][NH2:19])[CH:3]=1. (5) Given the reactants [Cl:1][C:2]1[CH:18]=[C:17]([N+:19]([O-:21])=[O:20])[CH:16]=[C:15]([CH3:22])[C:3]=1[O:4][C:5]1[CH:6]=[CH:7][C:8]([O:13]C)=[C:9]([CH:12]=1)[CH:10]=[O:11].B(Br)(Br)Br.C(OCC)(=O)C.O, predict the reaction product. The product is: [Cl:1][C:2]1[CH:18]=[C:17]([N+:19]([O-:21])=[O:20])[CH:16]=[C:15]([CH3:22])[C:3]=1[O:4][C:5]1[CH:6]=[CH:7][C:8]([OH:13])=[C:9]([CH:12]=1)[CH:10]=[O:11]. (6) Given the reactants [F:1][C:2]1[CH:3]=[C:4]([C:9]2[C:10]([C@@H:22]([N:24]3C(=O)C4C(=CC=CC=4)C3=O)[CH3:23])=[N:11][C:12]3[C:17]([C:18]=2[O:19][CH3:20])=[CH:16][C:15]([F:21])=[CH:14][CH:13]=3)[CH:5]=[C:6]([F:8])[CH:7]=1.NN.CCN(C(C)C)C(C)C.[NH2:46][C:47]1[C:52]([C:53]#[N:54])=[C:51](Cl)[N:50]=[CH:49][N:48]=1, predict the reaction product. The product is: [NH2:46][C:47]1[C:52]([C:53]#[N:54])=[C:51]([NH:24][C@H:22]([C:10]2[C:9]([C:4]3[CH:5]=[C:6]([F:8])[CH:7]=[C:2]([F:1])[CH:3]=3)=[C:18]([O:19][CH3:20])[C:17]3[C:12](=[CH:13][CH:14]=[C:15]([F:21])[CH:16]=3)[N:11]=2)[CH3:23])[N:50]=[CH:49][N:48]=1. (7) Given the reactants Cl[C:2]1[CH:7]=[C:6]([C:8]2[CH:13]=[N:12][CH:11]=[CH:10][N:9]=2)[C:5]([Cl:14])=[CH:4][N:3]=1.[CH:15]1([NH:18][C:19]2[N:20]=[CH:21][C:22]3[CH2:28][NH:27][CH2:26][CH2:25][C:23]=3[N:24]=2)[CH2:17][CH2:16]1.CCOC(C)=O.O, predict the reaction product. The product is: [Cl:14][C:5]1[C:6]([C:8]2[CH:13]=[N:12][CH:11]=[CH:10][N:9]=2)=[CH:7][C:2]([N:27]2[CH2:26][CH2:25][C:23]3[N:24]=[C:19]([NH:18][CH:15]4[CH2:16][CH2:17]4)[N:20]=[CH:21][C:22]=3[CH2:28]2)=[N:3][CH:4]=1.